From a dataset of Peptide-MHC class I binding affinity with 185,985 pairs from IEDB/IMGT. Regression. Given a peptide amino acid sequence and an MHC pseudo amino acid sequence, predict their binding affinity value. This is MHC class I binding data. (1) The peptide sequence is SITPNNLNK. The MHC is HLA-A68:01 with pseudo-sequence HLA-A68:01. The binding affinity (normalized) is 0.327. (2) The peptide sequence is NTVSSFQV. The MHC is HLA-A68:02 with pseudo-sequence HLA-A68:02. The binding affinity (normalized) is 0.414. (3) The peptide sequence is VPRRKAKII. The MHC is HLA-A68:01 with pseudo-sequence HLA-A68:01. The binding affinity (normalized) is 0. (4) The MHC is H-2-Kb with pseudo-sequence H-2-Kb. The peptide sequence is TTYWWDGL. The binding affinity (normalized) is 0.219. (5) The MHC is H-2-Db with pseudo-sequence H-2-Db. The peptide sequence is VIPDGYRF. The binding affinity (normalized) is 0. (6) The peptide sequence is RAVPPNPTI. The MHC is HLA-A02:01 with pseudo-sequence HLA-A02:01. The binding affinity (normalized) is 0.0847. (7) The peptide sequence is YLRLYIILA. The MHC is HLA-A02:03 with pseudo-sequence HLA-A02:03. The binding affinity (normalized) is 0.634. (8) The peptide sequence is RVDFCGKGY. The MHC is HLA-A11:01 with pseudo-sequence HLA-A11:01. The binding affinity (normalized) is 0.173.